This data is from Full USPTO retrosynthesis dataset with 1.9M reactions from patents (1976-2016). The task is: Predict the reactants needed to synthesize the given product. (1) Given the product [C:13]([NH:12][C:9]1[NH:8][C:7](=[O:17])[C:6]2[C:11](=[C:2]([C:31]3[NH:30][C:29]4[C@@H:25]([CH3:24])[NH:26][C:27](=[O:42])[C:28]=4[CH:32]=3)[CH:3]=[CH:4][CH:5]=2)[N:10]=1)([CH3:16])([CH3:15])[CH3:14], predict the reactants needed to synthesize it. The reactants are: Br[C:2]1[CH:3]=[CH:4][CH:5]=[C:6]2[C:11]=1[N:10]=[C:9]([NH:12][C:13]([CH3:16])([CH3:15])[CH3:14])[NH:8][C:7]2=[O:17].C([O-])([O-])=O.[K+].[K+].[CH3:24][C@@H:25]1[C:29]2[NH:30][C:31](B3OC(C)(C)C(C)(C)O3)=[CH:32][C:28]=2[C:27](=[O:42])[NH:26]1.O1CCOCC1. (2) Given the product [NH2:1][C:2]1[O:3][CH2:4][C@:5]2([N:33]=1)[C:18]1[CH:17]=[C:16]([C:19]3[C:20]([F:25])=[N:21][CH:22]=[CH:23][CH:24]=3)[CH:15]=[CH:14][C:13]=1[O:12][C:11]1[C:6]2=[CH:7][C:8]([CH2:27][CH2:28][C:29]([CH3:30])([OH:31])[CH3:32])=[CH:9][C:10]=1[F:26], predict the reactants needed to synthesize it. The reactants are: [NH2:1][C:2]1[O:3][CH2:4][C@:5]2([N:33]=1)[C:18]1[CH:17]=[C:16]([C:19]3[C:20]([F:25])=[N:21][CH:22]=[CH:23][CH:24]=3)[CH:15]=[CH:14][C:13]=1[O:12][C:11]1[C:6]2=[CH:7][C:8]([C:27]#[C:28][C:29]([CH3:32])([OH:31])[CH3:30])=[CH:9][C:10]=1[F:26].[H][H].